From a dataset of Forward reaction prediction with 1.9M reactions from USPTO patents (1976-2016). Predict the product of the given reaction. Given the reactants [CH:1]([C:3]1[CH:11]=[CH:10][C:6]([C:7]([OH:9])=[O:8])=[CH:5][C:4]=1[OH:12])=[O:2].O=S(Cl)Cl.[CH3:17]O, predict the reaction product. The product is: [CH:1]([C:3]1[CH:11]=[CH:10][C:6]([C:7]([O:9][CH3:17])=[O:8])=[CH:5][C:4]=1[OH:12])=[O:2].